Task: Predict which catalyst facilitates the given reaction.. Dataset: Catalyst prediction with 721,799 reactions and 888 catalyst types from USPTO (1) Reactant: [C:1]([O:5][C:6]([N:8]1[CH2:13][CH2:12][N:11]([C:14]2[CH:23]=[C:22]3[C:17]([CH2:18][CH2:19][NH:20][C:21]3=[O:24])=[CH:16][CH:15]=2)[CH2:10][CH2:9]1)=[O:7])([CH3:4])([CH3:3])[CH3:2].[Cl:25]N1C(=O)CCC1=O.CC(N=NC(C#N)(C)C)(C#N)C.C(Cl)(Cl)Cl. Product: [C:1]([O:5][C:6]([N:8]1[CH2:9][CH2:10][N:11]([C:14]2[C:23]([Cl:25])=[C:22]3[C:17]([CH2:18][CH2:19][NH:20][C:21]3=[O:24])=[CH:16][CH:15]=2)[CH2:12][CH2:13]1)=[O:7])([CH3:4])([CH3:2])[CH3:3]. The catalyst class is: 53. (2) Reactant: C(OC([N:8]1[CH2:13][CH2:12][N:11]([S:14]([C:17]2[CH:18]=[C:19]([CH:23]=[CH:24][C:25]=2[O:26][C:27]2[CH:32]=[C:31]([CH3:33])[CH:30]=[C:29]([CH3:34])[CH:28]=2)[C:20]([OH:22])=[O:21])(=[O:16])=[O:15])[CH2:10][CH2:9]1)=O)(C)(C)C.[ClH:35]. Product: [ClH:35].[CH3:33][C:31]1[CH:32]=[C:27]([CH:28]=[C:29]([CH3:34])[CH:30]=1)[O:26][C:25]1[CH:24]=[CH:23][C:19]([C:20]([OH:22])=[O:21])=[CH:18][C:17]=1[S:14]([N:11]1[CH2:12][CH2:13][NH:8][CH2:9][CH2:10]1)(=[O:16])=[O:15]. The catalyst class is: 12. (3) Reactant: Cl.[CH3:2][O:3][C:4](=[O:11])[C@H:5]([CH2:7][CH:8]([CH3:10])[CH3:9])[NH2:6].C([O:14][C:15](=O)/[CH:16]=[C:17](/[O:20][C:21]1[C:26]2[N:27]=[C:28]([CH3:30])[O:29][C:25]=2[CH:24]=[CH:23][CH:22]=1)\[CH2:18]Br)C.C(N(CC)C(C)C)(C)C.C(OCC)(=O)C. Product: [CH3:2][O:3][C:4](=[O:11])[C@@H:5]([N:6]1[CH2:18][C:17]([O:20][C:21]2[C:26]3[N:27]=[C:28]([CH3:30])[O:29][C:25]=3[CH:24]=[CH:23][CH:22]=2)=[CH:16][C:15]1=[O:14])[CH2:7][CH:8]([CH3:10])[CH3:9]. The catalyst class is: 10. (4) Reactant: [Cl:1][C:2]1[C:7]([C:8]2[CH:9]=[C:10]3[C:15](=[CH:16][CH:17]=2)[N:14]([CH3:18])[C:13](=[O:19])[CH2:12][CH2:11]3)=[CH:6][N:5]=[CH:4][C:3]=1[CH2:20][NH:21][S@@](C(C)(C)C)=O.Cl. Product: [ClH:1].[NH2:21][CH2:20][C:3]1[C:2]([Cl:1])=[C:7]([C:8]2[CH:9]=[C:10]3[C:15](=[CH:16][CH:17]=2)[N:14]([CH3:18])[C:13](=[O:19])[CH2:12][CH2:11]3)[CH:6]=[N:5][CH:4]=1. The catalyst class is: 5. (5) Reactant: C(=O)([O-])N.[NH2:5][C:6]1[CH:11]=[CH:10][CH:9]=[CH:8][CH:7]=1.[H-].[Na+].F[C:15]1[CH:20]=[CH:19][CH:18]=[CH:17][N:16]=1.C([O-])(O)=O.[Na+]. Product: [C:6]1([N:5]2[CH:17]=[CH:18][CH:19]=[CH:20][CH:15]2[NH2:16])[CH:11]=[CH:10][CH:9]=[CH:8][CH:7]=1. The catalyst class is: 3.